Dataset: Forward reaction prediction with 1.9M reactions from USPTO patents (1976-2016). Task: Predict the product of the given reaction. (1) Given the reactants [Cl:1][C:2]1[CH:9]=[C:6]([CH:7]=[O:8])[C:5]([OH:10])=[CH:4][CH:3]=1.[O:11]1[CH2:16][CH2:15][CH:14](OS(C)(=O)=O)[CH2:13][CH2:12]1.C([O-])([O-])=O.[K+].[K+], predict the reaction product. The product is: [Cl:1][C:2]1[CH:3]=[CH:4][C:5]([O:10][CH:14]2[CH2:15][CH2:16][O:11][CH2:12][CH2:13]2)=[C:6]([CH:9]=1)[CH:7]=[O:8]. (2) Given the reactants [Cl:1][C:2]1[CH:3]=[C:4]([C:12]2[O:16][N:15]=[C:14]([C:17]3[C:27]4[O:26][CH2:25][CH2:24][N:23]([CH2:28][CH2:29][C:30]([O:32]CC)=[O:31])[CH2:22][C:21]=4[CH:20]=[CH:19][CH:18]=3)[N:13]=2)[CH:5]=[N:6][C:7]=1[O:8][CH:9]([CH3:11])[CH3:10].[OH-].[Na+], predict the reaction product. The product is: [Cl:1][C:2]1[CH:3]=[C:4]([C:12]2[O:16][N:15]=[C:14]([C:17]3[C:27]4[O:26][CH2:25][CH2:24][N:23]([CH2:28][CH2:29][C:30]([OH:32])=[O:31])[CH2:22][C:21]=4[CH:20]=[CH:19][CH:18]=3)[N:13]=2)[CH:5]=[N:6][C:7]=1[O:8][CH:9]([CH3:11])[CH3:10].